This data is from Reaction yield outcomes from USPTO patents with 853,638 reactions. The task is: Predict the reaction yield, written as a fraction of the theoretical maximum amount of product (1.0 means a 100% yield; for example, 0.34 means a 34% yield). (1) The reactants are [Cl:1][C:2]1[C:7](/[C:8](/O)=[CH:9]\[C:10]2[CH:15]=[CH:14][N:13]=[C:12]([Cl:16])[N:11]=2)=[CH:6][CH:5]=[CH:4][C:3]=1[NH:18][S:19]([C:22]1[CH:27]=[C:26]([F:28])[CH:25]=[CH:24][C:23]=1[F:29])(=[O:21])=[O:20].C1C(=O)N(Br)C(=O)C1.[CH3:38][C:39]([CH3:44])([CH3:43])[C:40](=[S:42])[NH2:41]. The catalyst is CC(N(C)C)=O.CCOC(C)=O. The product is [Cl:1][C:2]1[C:7]([C:8]2[N:41]=[C:40]([C:39]([CH3:44])([CH3:43])[CH3:38])[S:42][C:9]=2[C:10]2[CH:15]=[CH:14][N:13]=[C:12]([Cl:16])[N:11]=2)=[CH:6][CH:5]=[CH:4][C:3]=1[NH:18][S:19]([C:22]1[CH:27]=[C:26]([F:28])[CH:25]=[CH:24][C:23]=1[F:29])(=[O:21])=[O:20]. The yield is 0.360. (2) The reactants are [Cl:1][CH2:2][C:3](=[O:13])[CH2:4][C:5]1[CH:10]=[CH:9][C:8](Cl)=[C:7](Cl)[CH:6]=1.[Cl:14]C1C=CC=CC=1CCl.II.ClCC(Cl)=O. The catalyst is [Zn].C1C=CC([P]([Pd]([P](C2C=CC=CC=2)(C2C=CC=CC=2)C2C=CC=CC=2)([P](C2C=CC=CC=2)(C2C=CC=CC=2)C2C=CC=CC=2)[P](C2C=CC=CC=2)(C2C=CC=CC=2)C2C=CC=CC=2)(C2C=CC=CC=2)C2C=CC=CC=2)=CC=1. The product is [Cl:1][CH2:2][C:3](=[O:13])[CH2:4][C:5]1[CH:10]=[CH:9][CH:8]=[CH:7][C:6]=1[Cl:14]. The yield is 0.220. (3) The reactants are [OH:1][CH:2]1[CH2:7][CH2:6][N:5]([C:8]([O:10][CH2:11][C:12]2[CH:17]=[CH:16][CH:15]=[CH:14][CH:13]=2)=[O:9])[CH2:4][CH2:3]1.[C:18]1(=[O:24])[O:23][C:21](=[O:22])[CH2:20][CH2:19]1. The catalyst is CN(C1C=CN=CC=1)C.C(Cl)(Cl)Cl. The product is [CH2:11]([O:10][C:8]([N:5]1[CH2:4][CH2:3][CH:2]([O:1][C:18]([CH2:19][CH2:20][C:21]([OH:23])=[O:22])=[O:24])[CH2:7][CH2:6]1)=[O:9])[C:12]1[CH:17]=[CH:16][CH:15]=[CH:14][CH:13]=1. The yield is 0.540. (4) The product is [F:48][C:36]([F:35])([S:44]([O-:47])(=[O:46])=[O:45])[CH2:37][O:38][C:39](=[O:43])[C:40]([CH3:42])=[CH2:41].[CH2:2]([C:4]1([O:9][C:10](=[O:34])[CH2:11][O:12][C:13]2[C:14]([CH3:33])=[CH:15][C:16]([S+:20]3[C:21]4[CH:32]=[CH:31][CH:30]=[CH:29][C:22]=4[C:23]4[CH:28]=[CH:27][CH:26]=[CH:25][C:24]3=4)=[CH:17][C:18]=2[CH3:19])[CH2:8][CH2:7][CH2:6][CH2:5]1)[CH3:3]. The reactants are [Br-].[CH2:2]([C:4]1([O:9][C:10](=[O:34])[CH2:11][O:12][C:13]2[C:18]([CH3:19])=[CH:17][C:16]([S+:20]3[C:24]4[CH:25]=[CH:26][CH:27]=[CH:28][C:23]=4[C:22]4[CH:29]=[CH:30][CH:31]=[CH:32][C:21]3=4)=[CH:15][C:14]=2[CH3:33])[CH2:8][CH2:7][CH2:6][CH2:5]1)[CH3:3].[F:35][C:36]([F:48])([S:44]([O-:47])(=[O:46])=[O:45])[CH2:37][O:38][C:39](=[O:43])[C:40]([CH3:42])=[CH2:41].C([NH+](CC)CC)C.O. The catalyst is ClCCl. The yield is 0.930. (5) The reactants are C(=O)([O-])[O-].[K+].[K+].[C:7]([C:11]1[CH:16]=[CH:15][C:14]([OH:17])=[CH:13][C:12]=1[Cl:18])([CH3:10])([CH3:9])[CH3:8].Br[CH2:20][C:21]([O:23][C:24]([CH3:27])([CH3:26])[CH3:25])=[O:22]. The catalyst is CC(C)=O. The product is [C:7]([C:11]1[CH:16]=[CH:15][C:14]([O:17][CH2:20][C:21]([O:23][C:24]([CH3:27])([CH3:26])[CH3:25])=[O:22])=[CH:13][C:12]=1[Cl:18])([CH3:10])([CH3:8])[CH3:9]. The yield is 1.00. (6) The reactants are [N:1]([O-])=O.[Na+].[NH2:5][C:6]1[CH:7]=[CH:8][C:9]([O:12][CH3:13])=[N:10][CH:11]=1.O.O.[Sn](Cl)[Cl:17].[OH-].[Na+]. The catalyst is O.Cl.C(OCC)C. The product is [ClH:17].[NH:5]([C:6]1[CH:7]=[CH:8][C:9]([O:12][CH3:13])=[N:10][CH:11]=1)[NH2:1]. The yield is 0.570. (7) The reactants are [CH:1]1([C@@H:7]2[NH:12][C:11](=[O:13])[C@H:10]([CH2:14][CH:15]([CH3:17])[CH3:16])[NH:9][CH2:8]2)[CH2:6][CH2:5][CH2:4][CH2:3][CH2:2]1.[F:18][C:19]1[CH:20]=[C:21]([C@@H:26]2[CH2:28][C@H:27]2[C:29](O)=[O:30])[CH:22]=[CH:23][C:24]=1[F:25].C([C@@H]1N(C(=O)/C=C/C2C=CC=CC=2)C[C@H](CC(C)C)NC1=O)C(C)C. No catalyst specified. The product is [CH:1]1([C@@H:7]2[NH:12][C:11](=[O:13])[C@H:10]([CH2:14][CH:15]([CH3:17])[CH3:16])[N:9]([C:29]([C@@H:27]3[CH2:28][C@H:26]3[C:21]3[CH:22]=[CH:23][C:24]([F:25])=[C:19]([F:18])[CH:20]=3)=[O:30])[CH2:8]2)[CH2:2][CH2:3][CH2:4][CH2:5][CH2:6]1. The yield is 0.356. (8) The reactants are [Cl-].O[NH3+:3].[C:4](=[O:7])([O-])[OH:5].[Na+].CS(C)=O.[CH2:13]([C:15]1[S:48][C:18]2[N:19]([CH2:33][C:34]3[CH:39]=[CH:38][C:37]([C:40]4[C:41]([C:46]#[N:47])=[CH:42][CH:43]=[CH:44][CH:45]=4)=[CH:36][CH:35]=3)[C:20](=[O:32])[N:21]([CH2:24][C:25]3([OH:31])[CH2:30][CH2:29][O:28][CH2:27][CH2:26]3)[C:22](=[O:23])[C:17]=2[CH:16]=1)[CH3:14]. The catalyst is C(Cl)(Cl)Cl. The product is [CH2:13]([C:15]1[S:48][C:18]2[N:19]([CH2:33][C:34]3[CH:39]=[CH:38][C:37]([C:40]4[CH:45]=[CH:44][CH:43]=[CH:42][C:41]=4[C:46]4[NH:3][C:4](=[O:7])[O:5][N:47]=4)=[CH:36][CH:35]=3)[C:20](=[O:32])[N:21]([CH2:24][C:25]3([OH:31])[CH2:26][CH2:27][O:28][CH2:29][CH2:30]3)[C:22](=[O:23])[C:17]=2[CH:16]=1)[CH3:14]. The yield is 0.220. (9) The reactants are [OH-].[Cl:2][C:3]1[CH:14]=[C:13]([O:15][CH3:16])[C:6]2[NH:7]C(=O)[O:9][CH:10]([CH3:11])[C:5]=2[C:4]=1[CH3:17]. The catalyst is CO. The product is [NH2:7][C:6]1[C:13]([O:15][CH3:16])=[CH:14][C:3]([Cl:2])=[C:4]([CH3:17])[C:5]=1[CH:10]([OH:9])[CH3:11]. The yield is 0.880. (10) The product is [CH3:1][C:2]1[CH:7]=[CH:6][C:5]([C:8]([C:19]2[CH:24]=[CH:23][CH:22]=[CH:21][CH:20]=2)=[C:9]2[CH2:14][C:13]([CH3:15])([CH3:16])[CH2:12][C:11]([CH3:18])([CH3:17])[CH2:10]2)=[CH:4][C:3]=1[O:25][CH2:26][CH2:27][CH2:28][CH2:29][OH:30]. The yield is 0.980. The reactants are [CH3:1][C:2]1[CH:7]=[CH:6][C:5]([C:8]([C:19]2[CH:24]=[CH:23][CH:22]=[CH:21][CH:20]=2)=[C:9]2[CH2:14][C:13]([CH3:16])([CH3:15])[CH2:12][C:11]([CH3:18])([CH3:17])[CH2:10]2)=[CH:4][C:3]=1[O:25][CH2:26][CH2:27][CH2:28][C:29](O)=[O:30].CC(C[AlH]CC(C)C)C.O. The catalyst is C1COCC1.